From a dataset of Full USPTO retrosynthesis dataset with 1.9M reactions from patents (1976-2016). Predict the reactants needed to synthesize the given product. (1) Given the product [CH2:10]([O:12][C:13](=[O:22])[C:14]1[CH:19]=[C:18]([C:1]2[CH:6]=[CH:5][CH:4]=[CH:3][CH:2]=2)[N:17]=[C:16]([C:1]2[CH:6]=[CH:5][CH:4]=[CH:3][CH:2]=2)[CH:15]=1)[CH3:11], predict the reactants needed to synthesize it. The reactants are: [C:1]1(B(O)O)[CH:6]=[CH:5][CH:4]=[CH:3][CH:2]=1.[CH2:10]([O:12][C:13](=[O:22])[C:14]1[CH:19]=[C:18](Cl)[N:17]=[C:16](Cl)[CH:15]=1)[CH3:11].C(=O)([O-])[O-].[Na+].[Na+]. (2) Given the product [OH:6][C:5]1[CH:4]=[C:3]([CH:16]=[CH:15][CH:14]=1)[CH2:2][O:17][C:18]1[CH:19]=[C:20]2[C:25](=[CH:26][CH:27]=1)[C@H:24]([C:28]([O:30][CH3:31])=[O:29])[N:23]([C:32]([O:34][C:35]([CH3:38])([CH3:37])[CH3:36])=[O:33])[CH2:22][CH2:21]2, predict the reactants needed to synthesize it. The reactants are: Br[CH2:2][C:3]1[CH:4]=[C:5]([CH:14]=[CH:15][CH:16]=1)[O:6][Si](C(C)(C)C)(C)C.[OH:17][C:18]1[CH:19]=[C:20]2[C:25](=[CH:26][CH:27]=1)[C@H:24]([C:28]([O:30][CH3:31])=[O:29])[N:23]([C:32]([O:34][C:35]([CH3:38])([CH3:37])[CH3:36])=[O:33])[CH2:22][CH2:21]2.[F-].C([N+](CCCC)(CCCC)CCCC)CCC. (3) Given the product [NH2:3][C:12]1[CH:13]=[C:14]2[C:18](=[CH:19][CH:20]=1)[CH2:17][CH:16]([C:21]([O:23][CH2:24][CH3:25])=[O:22])[CH2:15]2, predict the reactants needed to synthesize it. The reactants are: O=C1C2C(=CC=CC=2)C(=O)[N:3]1[C:12]1[CH:13]=[C:14]2[C:18](=[CH:19][CH:20]=1)[CH2:17][CH:16]([C:21]([O:23][CH2:24][CH3:25])=[O:22])[CH2:15]2.NN.O.